Dataset: Full USPTO retrosynthesis dataset with 1.9M reactions from patents (1976-2016). Task: Predict the reactants needed to synthesize the given product. (1) Given the product [F:21][C:22]1[CH:23]=[CH:24][C:25]([CH2:28][NH:29][C:30]([N:4]2[CH2:5][CH2:6][N:1]([C:7]([O:9][C:10]([CH3:13])([CH3:12])[CH3:11])=[O:8])[CH2:2][CH2:3]2)=[O:31])=[CH:26][CH:27]=1, predict the reactants needed to synthesize it. The reactants are: [N:1]1([C:7]([O:9][C:10]([CH3:13])([CH3:12])[CH3:11])=[O:8])[CH2:6][CH2:5][NH:4][CH2:3][CH2:2]1.C(N(CC)CC)C.[F:21][C:22]1[CH:27]=[CH:26][C:25]([CH2:28][N:29]=[C:30]=[O:31])=[CH:24][CH:23]=1. (2) Given the product [C:22]([C:21]1[C:20]([F:19])=[CH:27][C:26]([N:16]2[CH2:15][CH2:14][CH:13]([NH:12][C:10](=[O:11])[O:9][C:6]([CH3:5])([CH3:7])[CH3:8])[CH2:18][CH2:17]2)=[CH:25][C:24]=1[F:29])#[N:23], predict the reactants needed to synthesize it. The reactants are: CS(C)=O.[CH3:5][C:6]([O:9][C:10]([NH:12][CH:13]1[CH2:18][CH2:17][NH:16][CH2:15][CH2:14]1)=[O:11])([CH3:8])[CH3:7].[F:19][C:20]1[CH:27]=[C:26](F)[CH:25]=[C:24]([F:29])[C:21]=1[C:22]#[N:23].C(=O)([O-])[O-].[K+].[K+]. (3) Given the product [NH2:26][CH:27]([C:16]1[CH:19]=[CH:20][C:21]([OH:22])=[C:14]([CH:7]([C:8]2[CH:13]=[CH:12][CH:11]=[CH:10][CH:9]=2)[CH2:6][CH2:5][N:4]([CH:23]([CH3:24])[CH3:25])[CH:1]([CH3:3])[CH3:2])[CH:15]=1)[C:28]([OH:30])=[O:29], predict the reactants needed to synthesize it. The reactants are: [CH:1]([N:4]([CH:23]([CH3:25])[CH3:24])[CH2:5][CH2:6][CH:7]([C:14]1[CH:15]=[C:16]([CH:19]=[CH:20][C:21]=1[OH:22])C=O)[C:8]1[CH:13]=[CH:12][CH:11]=[CH:10][CH:9]=1)([CH3:3])[CH3:2].[NH2:26][CH:27](C1C=CC(O)=CC=1)[C:28]([OH:30])=[O:29].C(N(C(C)C)CC=CC1C=CC=CC=1)(C)C. (4) Given the product [CH3:15][O:7][C:5]1[C@@H:4]([CH3:8])[O:3][C:2]([CH3:9])([CH3:1])[N:6]=1, predict the reactants needed to synthesize it. The reactants are: [CH3:1][C:2]1([CH3:9])[NH:6][C:5](=[O:7])[C@@H:4]([CH3:8])[O:3]1.F[B-](F)(F)F.[C:15](=O)([O-])[O-].[Na+].[Na+]. (5) The reactants are: [C:1]([C:4]1[CH:19]=[CH:18][C:7]([C:8]([NH:10][C:11]2[CH:16]=[CH:15][C:14]([F:17])=[CH:13][CH:12]=2)=[O:9])=[CH:6][CH:5]=1)(=[O:3])[CH3:2].[Br-:20].[Br-].[Br-].[NH+]1C=CC=CC=1.[NH+]1C=CC=CC=1.[NH+]1C=CC=CC=1. Given the product [Br:20][CH2:2][C:1]([C:4]1[CH:19]=[CH:18][C:7]([C:8]([NH:10][C:11]2[CH:16]=[CH:15][C:14]([F:17])=[CH:13][CH:12]=2)=[O:9])=[CH:6][CH:5]=1)=[O:3], predict the reactants needed to synthesize it.